This data is from Reaction yield outcomes from USPTO patents with 853,638 reactions. The task is: Predict the reaction yield, written as a fraction of the theoretical maximum amount of product (1.0 means a 100% yield; for example, 0.34 means a 34% yield). (1) The reactants are [Cl:1][C:2]1[N:7]2[N:8]=[C:9]([C:15]3[CH:20]=[CH:19][C:18]([O:21][CH3:22])=[CH:17][CH:16]=3)[C:10]([C:11](=O)[C:12]#[CH:13])=[C:6]2[CH:5]=[CH:4][CH:3]=1.Cl.[CH:24]1([NH:29][C:30]([NH2:32])=[NH:31])[CH2:28][CH2:27][CH2:26][CH2:25]1.[O-]CC.[Na+]. The catalyst is C(O)C.O. The product is [Cl:1][C:2]1[N:7]2[N:8]=[C:9]([C:15]3[CH:20]=[CH:19][C:18]([O:21][CH3:22])=[CH:17][CH:16]=3)[C:10]([C:11]3[CH:12]=[CH:13][N:32]=[C:30]([NH:29][CH:24]4[CH2:28][CH2:27][CH2:26][CH2:25]4)[N:31]=3)=[C:6]2[CH:5]=[CH:4][CH:3]=1. The yield is 0.830. (2) The reactants are [Cl:1][C:2]1[C:3]([C:28]2[CH:29]=[N:30][N:31]3[CH:36]=[CH:35][CH:34]=[CH:33][C:32]=23)=[N:4][C:5]([NH:8][C:9]2[CH:14]=[C:13]([N+:15]([O-])=O)[C:12]([N:18]3[CH2:22][CH2:21][C@@H:20]([N:23]([CH3:25])[CH3:24])[CH2:19]3)=[CH:11][C:10]=2[O:26][CH3:27])=[N:6][CH:7]=1.[NH4+].[Cl-].O. The catalyst is C(O)C.[Fe]. The product is [Cl:1][C:2]1[C:3]([C:28]2[CH:29]=[N:30][N:31]3[CH:36]=[CH:35][CH:34]=[CH:33][C:32]=23)=[N:4][C:5]([NH:8][C:9]2[C:10]([O:26][CH3:27])=[CH:11][C:12]([N:18]3[CH2:22][CH2:21][C@@H:20]([N:23]([CH3:25])[CH3:24])[CH2:19]3)=[C:13]([NH2:15])[CH:14]=2)=[N:6][CH:7]=1. The yield is 0.820. (3) The catalyst is C1COCC1.CCOCC.[OH-].[Na+]. The product is [CH3:1][C:2]1[N:3]=[C:4]([NH:7][C:8]2[CH:13]=[C:12]([CH:11]=[CH:10][N:9]=2)[CH:14]=[O:15])[S:5][CH:6]=1. The reactants are [CH3:1][C:2]1[N:3]=[C:4]([NH:7][C:8]2[CH:13]=[C:12]([CH2:14][OH:15])[CH:11]=[CH:10][N:9]=2)[S:5][CH:6]=1.CC(OI1(OC(C)=O)(OC(C)=O)OC(=O)C2C=CC=CC1=2)=O. The yield is 0.947.